Dataset: Forward reaction prediction with 1.9M reactions from USPTO patents (1976-2016). Task: Predict the product of the given reaction. Given the reactants F[C:2]1[C:3]([N+:18]([O-:20])=[O:19])=[C:4]([N:12]2[CH:16]=[C:15]([CH3:17])[N:14]=[CH:13]2)[CH:5]=[C:6]([C:8]([F:11])([F:10])[F:9])[CH:7]=1.[CH3:21][O-:22].[Na+].CO.O, predict the reaction product. The product is: [CH3:21][O:22][C:2]1[C:3]([N+:18]([O-:20])=[O:19])=[C:4]([N:12]2[CH:16]=[C:15]([CH3:17])[N:14]=[CH:13]2)[CH:5]=[C:6]([C:8]([F:11])([F:10])[F:9])[CH:7]=1.